This data is from Catalyst prediction with 721,799 reactions and 888 catalyst types from USPTO. The task is: Predict which catalyst facilitates the given reaction. (1) Reactant: [Cl:1][C:2]1[CH:3]=[C:4]([CH:8]2[C:13]([C:14]([OH:16])=O)=[C:12]([CH3:17])[NH:11][C:10](=[O:18])[NH:9]2)[CH:5]=[CH:6][CH:7]=1.[NH2:19][CH2:20][CH2:21][CH2:22][N:23]1[CH2:28][CH2:27][O:26][CH2:25][CH2:24]1.CCN=C=NCCCN(C)C.Cl. Product: [N:23]1([CH2:22][CH2:21][CH2:20][NH:19][C:14]([C:13]2[CH:8]([C:4]3[CH:5]=[CH:6][CH:7]=[C:2]([Cl:1])[CH:3]=3)[NH:9][C:10](=[O:18])[NH:11][C:12]=2[CH3:17])=[O:16])[CH2:28][CH2:27][O:26][CH2:25][CH2:24]1. The catalyst class is: 3. (2) Reactant: [Br:1]Br.[CH3:3][C:4]1[CH:10]=[C:9]([CH3:11])[CH:8]=[CH:7][C:5]=1[NH2:6]. Product: [Br:1][C:7]1[CH:8]=[C:9]([CH3:11])[CH:10]=[C:4]([CH3:3])[C:5]=1[NH2:6]. The catalyst class is: 15. (3) Reactant: [CH3:1][O:2][C:3](=[O:19])[C:4]1[CH:9]=[C:8]([NH2:10])[CH:7]=[C:6]([C:11]2[CH:16]=[CH:15][C:14]([CH3:17])=[CH:13][N:12]=2)[C:5]=1[F:18].[C:20](Cl)(=[O:24])[CH:21]([CH3:23])[CH3:22].C(N(CC)CC)C. Product: [CH3:1][O:2][C:3](=[O:19])[C:4]1[CH:9]=[C:8]([NH:10][C:20](=[O:24])[CH:21]([CH3:23])[CH3:22])[CH:7]=[C:6]([C:11]2[CH:16]=[CH:15][C:14]([CH3:17])=[CH:13][N:12]=2)[C:5]=1[F:18]. The catalyst class is: 2.